From a dataset of Forward reaction prediction with 1.9M reactions from USPTO patents (1976-2016). Predict the product of the given reaction. (1) The product is: [CH:1]1([C:7]2[C:15]3[C:10](=[CH:11][C:12]([C:16]([O:18][CH3:19])=[O:17])=[CH:13][CH:14]=3)[N:9]([CH2:32][C:31]#[CH:30])[C:8]=2[C:20]2[CH:25]=[CH:24][CH:23]=[CH:22][C:21]=2[CH:26]=[CH2:27])[CH2:6][CH2:5][CH2:4][CH2:3][CH2:2]1. Given the reactants [CH:1]1([C:7]2[C:15]3[C:10](=[CH:11][C:12]([C:16]([O:18][CH3:19])=[O:17])=[CH:13][CH:14]=3)[NH:9][C:8]=2[C:20]2[CH:25]=[CH:24][CH:23]=[CH:22][C:21]=2[CH:26]=[CH2:27])[CH2:6][CH2:5][CH2:4][CH2:3][CH2:2]1.[H-].[Na+].[CH2:30](Br)[C:31]#[CH:32].C1(C)C=CC=CC=1, predict the reaction product. (2) Given the reactants [C:1]([C:6]1[CH:7]=[CH:8][C:9]([O:29]C)=[C:10]([CH:28]=1)[C:11]([NH:13][C:14]1[CH:19]=[C:18]([C:20]([F:23])([F:22])[F:21])[CH:17]=[C:16]([C:24]([F:27])([F:26])[F:25])[CH:15]=1)=[O:12])(=[O:5])CCC.N1C(C)=CC(C)=[CH:33][C:32]=1[CH3:39].[I-].[Li+].Cl, predict the reaction product. The product is: [F:22][C:20]([F:23])([F:21])[C:18]1[CH:19]=[C:14]([NH:13][C:11](=[O:12])[C:10]2[CH:28]=[C:6]([C:1](=[O:5])[CH:32]([CH3:39])[CH3:33])[CH:7]=[CH:8][C:9]=2[OH:29])[CH:15]=[C:16]([C:24]([F:27])([F:26])[F:25])[CH:17]=1. (3) Given the reactants [NH2:1][C@@H:2]1[CH2:7][CH2:6][C@H:5]([C:8]([OH:10])=[O:9])[CH2:4][CH2:3]1.[OH-].[Na+], predict the reaction product. The product is: [NH2:1][C@@H:2]1[CH2:7][CH2:6][C@H:5]([C:8]([O:10][CH2:8][C:5]2[CH:6]=[CH:7][CH:2]=[CH:3][CH:4]=2)=[O:9])[CH2:4][CH2:3]1. (4) Given the reactants [Cl:1][C:2]1[CH:3]=[N:4][CH:5]=[C:6]([Cl:24])[C:7]=1[S:8][C:9]1[S:13][C:12]([C:14]([NH:16][CH2:17][C:18]([OH:20])=O)=[O:15])=[CH:11][C:10]=1[N+:21]([O-:23])=[O:22].[CH3:25][N:26]1[CH2:31][CH2:30][NH:29][CH2:28][CH2:27]1, predict the reaction product. The product is: [Cl:24][C:6]1[CH:5]=[N:4][CH:3]=[C:2]([Cl:1])[C:7]=1[S:8][C:9]1[S:13][C:12]([C:14]([NH:16][CH2:17][C:18]([N:29]2[CH2:30][CH2:31][N:26]([CH3:25])[CH2:27][CH2:28]2)=[O:20])=[O:15])=[CH:11][C:10]=1[N+:21]([O-:23])=[O:22].